The task is: Regression. Given two drug SMILES strings and cell line genomic features, predict the synergy score measuring deviation from expected non-interaction effect.. This data is from NCI-60 drug combinations with 297,098 pairs across 59 cell lines. (1) Drug 1: C1=NC(=NC(=O)N1C2C(C(C(O2)CO)O)O)N. Drug 2: C1C(C(OC1N2C=NC(=NC2=O)N)CO)O. Cell line: SK-MEL-28. Synergy scores: CSS=9.78, Synergy_ZIP=0.740, Synergy_Bliss=3.42, Synergy_Loewe=1.08, Synergy_HSA=1.08. (2) Drug 1: CC1=CC2C(CCC3(C2CCC3(C(=O)C)OC(=O)C)C)C4(C1=CC(=O)CC4)C. Drug 2: CC1=C(C(CCC1)(C)C)C=CC(=CC=CC(=CC(=O)O)C)C. Cell line: K-562. Synergy scores: CSS=6.65, Synergy_ZIP=-5.82, Synergy_Bliss=-5.58, Synergy_Loewe=-7.93, Synergy_HSA=-6.19. (3) Drug 1: COC1=NC(=NC2=C1N=CN2C3C(C(C(O3)CO)O)O)N. Drug 2: CC(C)(C#N)C1=CC(=CC(=C1)CN2C=NC=N2)C(C)(C)C#N. Cell line: BT-549. Synergy scores: CSS=20.3, Synergy_ZIP=-3.68, Synergy_Bliss=4.07, Synergy_Loewe=4.11, Synergy_HSA=4.29. (4) Drug 1: C1=NC(=NC(=O)N1C2C(C(C(O2)CO)O)O)N. Drug 2: C1=NNC2=C1C(=O)NC=N2. Cell line: HCT116. Synergy scores: CSS=43.9, Synergy_ZIP=-2.75, Synergy_Bliss=-6.09, Synergy_Loewe=-36.2, Synergy_HSA=-4.46. (5) Drug 1: C1=CC(=CC=C1CCC2=CNC3=C2C(=O)NC(=N3)N)C(=O)NC(CCC(=O)O)C(=O)O. Synergy scores: CSS=20.1, Synergy_ZIP=-6.30, Synergy_Bliss=-2.14, Synergy_Loewe=-23.0, Synergy_HSA=-2.25. Cell line: ACHN. Drug 2: C(CC(=O)O)C(=O)CN.Cl. (6) Drug 1: C1=CC(=CC=C1CCC2=CNC3=C2C(=O)NC(=N3)N)C(=O)NC(CCC(=O)O)C(=O)O. Drug 2: C1=CC(=C2C(=C1NCCNCCO)C(=O)C3=C(C=CC(=C3C2=O)O)O)NCCNCCO. Cell line: HCT116. Synergy scores: CSS=58.0, Synergy_ZIP=-4.80, Synergy_Bliss=-5.03, Synergy_Loewe=-0.557, Synergy_HSA=1.71. (7) Drug 1: CC1CCC2CC(C(=CC=CC=CC(CC(C(=O)C(C(C(=CC(C(=O)CC(OC(=O)C3CCCCN3C(=O)C(=O)C1(O2)O)C(C)CC4CCC(C(C4)OC)OCCO)C)C)O)OC)C)C)C)OC. Drug 2: C1CN(P(=O)(OC1)NCCCl)CCCl. Cell line: HCT-15. Synergy scores: CSS=-2.59, Synergy_ZIP=-1.12, Synergy_Bliss=-10.7, Synergy_Loewe=-1.50, Synergy_HSA=-17.6.